Dataset: Full USPTO retrosynthesis dataset with 1.9M reactions from patents (1976-2016). Task: Predict the reactants needed to synthesize the given product. (1) Given the product [Cl:8][C:5]1[N:4]=[C:3]([Cl:9])[C:2]([CH:13]([C:12]2[C:11]([F:10])=[CH:18][CH:17]=[CH:16][C:15]=2[F:19])[OH:14])=[CH:7][N:6]=1, predict the reactants needed to synthesize it. The reactants are: Br[C:2]1[C:3]([Cl:9])=[N:4][C:5]([Cl:8])=[N:6][CH:7]=1.[F:10][C:11]1[CH:18]=[CH:17][CH:16]=[C:15]([F:19])[C:12]=1[CH:13]=[O:14]. (2) Given the product [CH2:1]([N:8]1[CH2:9][CH2:10][C:11]([CH2:14][NH2:15])([C:16]2[CH:21]=[CH:20][CH:19]=[CH:18][CH:17]=2)[CH2:12][CH2:13]1)[C:2]1[CH:3]=[CH:4][CH:5]=[CH:6][CH:7]=1, predict the reactants needed to synthesize it. The reactants are: [CH2:1]([N:8]1[CH2:13][CH2:12][C:11]([C:16]2[CH:21]=[CH:20][CH:19]=[CH:18][CH:17]=2)([C:14]#[N:15])[CH2:10][CH2:9]1)[C:2]1[CH:7]=[CH:6][CH:5]=[CH:4][CH:3]=1.[H-].[Al+3].[Li+].[H-].[H-].[H-]. (3) Given the product [CH2:14]([O:13][C:11]([N:1]1[CH2:6][CH2:5][CH:4]([C:7]([OH:9])=[O:8])[CH2:3][CH2:2]1)=[O:12])[CH2:15][CH2:16][CH3:17], predict the reactants needed to synthesize it. The reactants are: [NH:1]1[CH2:6][CH2:5][CH:4]([C:7]([OH:9])=[O:8])[CH2:3][CH2:2]1.Cl[C:11]([O:13][CH2:14][CH2:15][CH2:16][CH3:17])=[O:12].Cl. (4) Given the product [CH3:1][C:2]1[CH:3]=[C:4]([CH:7]=[CH:8][C:9]=1[CH2:10][CH2:11][N:12]1[CH2:17][CH2:16][N:15]([CH2:18][CH2:19][C:20]2[CH:21]=[CH:22][C:23]([N+:26]([O-:28])=[O:27])=[CH:24][CH:25]=2)[CH2:14][CH2:13]1)[C:5]#[N:6], predict the reactants needed to synthesize it. The reactants are: [CH3:1][C:2]1[CH:3]=[C:4]([CH:7]=[CH:8][C:9]=1/[CH:10]=[CH:11]/[N:12]1[CH2:17][CH2:16][N:15]([CH2:18][CH2:19][C:20]2[CH:25]=[CH:24][C:23]([N+:26]([O-:28])=[O:27])=[CH:22][CH:21]=2)[CH2:14][CH2:13]1)[C:5]#[N:6].[BH4-].[Na+]. (5) Given the product [CH3:1][O:2][C:3]([C:5]1[C:10]([NH:11][C:13]2[CH:14]=[N:15][CH:16]=[CH:17][CH:18]=2)=[N:9][CH:8]=[CH:7][N:6]=1)=[O:4], predict the reactants needed to synthesize it. The reactants are: [CH3:1][O:2][C:3]([C:5]1[C:10]([NH2:11])=[N:9][CH:8]=[CH:7][N:6]=1)=[O:4].Br[C:13]1[CH:14]=[N:15][CH:16]=[CH:17][CH:18]=1.C1(P(C2C=CC=CC=2)C2C3OC4C(=CC=CC=4P(C4C=CC=CC=4)C4C=CC=CC=4)C(C)(C)C=3C=CC=2)C=CC=CC=1. (6) Given the product [NH3:14].[CH3:3][OH:4].[Cl:39][C:36]1[CH:35]=[CH:34][C:33]([CH:17]([C:18]2[CH:23]=[CH:22][C:21]([C:24]3[CH:29]=[CH:28][N:27]=[C:26]4[NH:30][CH:31]=[CH:32][C:25]=34)=[CH:20][CH:19]=2)[CH2:16][NH:14][CH3:13])=[CH:38][CH:37]=1, predict the reactants needed to synthesize it. The reactants are: FC(F)(F)[C:3](O)=[O:4].C(O[C:13](=O)[N:14]([CH2:16][CH:17]([C:33]1[CH:38]=[CH:37][C:36]([Cl:39])=[CH:35][CH:34]=1)[C:18]1[CH:23]=[CH:22][C:21]([C:24]2[CH:29]=[CH:28][N:27]=[C:26]3[NH:30][CH:31]=[CH:32][C:25]=23)=[CH:20][CH:19]=1)C)(C)(C)C.